The task is: Predict hERG channel inhibition at various concentrations.. This data is from hERG Central: cardiac toxicity at 1µM, 10µM, and general inhibition. (1) Results: hERG_inhib (hERG inhibition (general)): blocker. The drug is CC(=O)Nc1cc(C(=O)N2CCc3ccccc3C2)ccc1Sc1ccc(C)cc1. (2) The compound is COc1ccc(CN2CCN(Cc3c[nH]c4ccccc34)CC2)cc1.O=C(O)C(=O)O. Results: hERG_inhib (hERG inhibition (general)): blocker. (3) The drug is CC1CN(CCCOc2ccc([N+](=O)[O-])cc2)CC(C)O1.O=C(O)C(=O)O. Results: hERG_inhib (hERG inhibition (general)): blocker. (4) The drug is CC(=O)Oc1ccc(/C=C(\NC(=O)c2ccco2)C(=O)NCc2ccccc2)cc1. Results: hERG_inhib (hERG inhibition (general)): blocker.